Dataset: NCI-60 drug combinations with 297,098 pairs across 59 cell lines. Task: Regression. Given two drug SMILES strings and cell line genomic features, predict the synergy score measuring deviation from expected non-interaction effect. (1) Drug 1: CCC(=C(C1=CC=CC=C1)C2=CC=C(C=C2)OCCN(C)C)C3=CC=CC=C3.C(C(=O)O)C(CC(=O)O)(C(=O)O)O. Drug 2: C1CNP(=O)(OC1)N(CCCl)CCCl. Cell line: ACHN. Synergy scores: CSS=-0.784, Synergy_ZIP=-0.301, Synergy_Bliss=-2.59, Synergy_Loewe=-1.81, Synergy_HSA=-2.27. (2) Drug 1: CN(CC1=CN=C2C(=N1)C(=NC(=N2)N)N)C3=CC=C(C=C3)C(=O)NC(CCC(=O)O)C(=O)O. Drug 2: C1=NNC2=C1C(=O)NC=N2. Cell line: T-47D. Synergy scores: CSS=-4.64, Synergy_ZIP=3.07, Synergy_Bliss=0.172, Synergy_Loewe=-5.30, Synergy_HSA=-5.90. (3) Drug 1: CCN(CC)CCNC(=O)C1=C(NC(=C1C)C=C2C3=C(C=CC(=C3)F)NC2=O)C. Drug 2: C1CN(P(=O)(OC1)NCCCl)CCCl. Cell line: HCC-2998. Synergy scores: CSS=4.71, Synergy_ZIP=13.8, Synergy_Bliss=16.4, Synergy_Loewe=8.52, Synergy_HSA=10.6. (4) Drug 1: CC(CN1CC(=O)NC(=O)C1)N2CC(=O)NC(=O)C2. Cell line: MALME-3M. Drug 2: C1CC(C1)(C(=O)O)C(=O)O.[NH2-].[NH2-].[Pt+2]. Synergy scores: CSS=30.1, Synergy_ZIP=-10.3, Synergy_Bliss=-1.94, Synergy_Loewe=-13.0, Synergy_HSA=-0.255. (5) Drug 1: CS(=O)(=O)OCCCCOS(=O)(=O)C. Drug 2: CC1=C(C(=O)C2=C(C1=O)N3CC4C(C3(C2COC(=O)N)OC)N4)N. Cell line: MCF7. Synergy scores: CSS=18.6, Synergy_ZIP=-2.54, Synergy_Bliss=1.29, Synergy_Loewe=-9.63, Synergy_HSA=0.258. (6) Drug 1: C1CCN(CC1)CCOC2=CC=C(C=C2)C(=O)C3=C(SC4=C3C=CC(=C4)O)C5=CC=C(C=C5)O. Drug 2: C1CC(=O)NC(=O)C1N2CC3=C(C2=O)C=CC=C3N. Cell line: 786-0. Synergy scores: CSS=2.62, Synergy_ZIP=-2.83, Synergy_Bliss=-3.08, Synergy_Loewe=-1.24, Synergy_HSA=-1.24. (7) Drug 1: CC1=CC2C(CCC3(C2CCC3(C(=O)C)OC(=O)C)C)C4(C1=CC(=O)CC4)C. Drug 2: C1=CC(=CC=C1CC(C(=O)O)N)N(CCCl)CCCl.Cl. Cell line: SNB-19. Synergy scores: CSS=13.5, Synergy_ZIP=10.8, Synergy_Bliss=20.0, Synergy_Loewe=1.46, Synergy_HSA=12.0. (8) Drug 1: C1CN1C2=NC(=NC(=N2)N3CC3)N4CC4. Drug 2: C1=C(C(=O)NC(=O)N1)N(CCCl)CCCl. Cell line: UACC62. Synergy scores: CSS=36.7, Synergy_ZIP=-5.03, Synergy_Bliss=-5.63, Synergy_Loewe=-19.0, Synergy_HSA=-3.32. (9) Drug 1: CCN(CC)CCNC(=O)C1=C(NC(=C1C)C=C2C3=C(C=CC(=C3)F)NC2=O)C. Drug 2: CC(C)CN1C=NC2=C1C3=CC=CC=C3N=C2N. Cell line: RXF 393. Synergy scores: CSS=-6.20, Synergy_ZIP=4.27, Synergy_Bliss=1.38, Synergy_Loewe=-8.43, Synergy_HSA=-6.47.